This data is from Catalyst prediction with 721,799 reactions and 888 catalyst types from USPTO. The task is: Predict which catalyst facilitates the given reaction. Reactant: [I:1][C:2]1[CH:3]=[C:4]([C:8]2[N:12]([CH3:13])[C:11](=O)[O:10][N:9]=2)[CH:5]=[CH:6][CH:7]=1.COC1C=CC(P2(SP(C3C=CC(OC)=CC=3)(=S)S2)=[S:24])=CC=1. The catalyst class is: 11. Product: [I:1][C:2]1[CH:3]=[C:4]([C:8]2[N:12]([CH3:13])[C:11](=[S:24])[O:10][N:9]=2)[CH:5]=[CH:6][CH:7]=1.